Dataset: Full USPTO retrosynthesis dataset with 1.9M reactions from patents (1976-2016). Task: Predict the reactants needed to synthesize the given product. (1) Given the product [OH:21][CH2:20][CH2:19][CH2:18][C:15]1[CH:14]=[CH:13][C:12]([CH2:11][CH2:10][C:8]2[N:9]=[C:5]([NH:4][C:1](=[O:3])[CH3:2])[S:6][CH:7]=2)=[CH:17][CH:16]=1, predict the reactants needed to synthesize it. The reactants are: [C:1]([NH:4][C:5]1[S:6][CH:7]=[C:8]([CH2:10][CH2:11][C:12]2[CH:17]=[CH:16][C:15]([CH2:18][CH2:19][C:20](OC)=[O:21])=[CH:14][CH:13]=2)[N:9]=1)(=[O:3])[CH3:2].[BH4-].[Li+].[O-]S([O-])(=O)=O.[Na+].[Na+]. (2) Given the product [C:7]([O:6][C:4]([C:3]1[CH:11]=[N:40][N:39]([CH2:38][C:35]2[CH:36]=[CH:37][C:32]([C:31]([O:30][CH3:29])=[O:41])=[CH:33][CH:34]=2)[C:1]=1[NH2:2])=[O:5])([CH3:10])([CH3:9])[CH3:8], predict the reactants needed to synthesize it. The reactants are: [C:1]([CH2:3][C:4]([O:6][C:7]([CH3:10])([CH3:9])[CH3:8])=[O:5])#[N:2].[CH:11](OCC)(OCC)OCC.C(OC(=O)C)(=O)C.Cl.[CH3:29][O:30][C:31](=[O:41])[C:32]1[CH:37]=[CH:36][C:35]([CH2:38][NH:39][NH2:40])=[CH:34][CH:33]=1.CCN(C(C)C)C(C)C. (3) Given the product [CH3:1][N:2]([CH3:11])[S:3]([N:6]1[C:10]([S:31][C:25]2[CH:30]=[CH:29][CH:28]=[CH:27][CH:26]=2)=[CH:9][N:8]=[C:7]1[Si:21]([C:18]([CH3:20])([CH3:19])[CH3:17])([CH3:23])[CH3:22])(=[O:4])=[O:5], predict the reactants needed to synthesize it. The reactants are: [CH3:1][N:2]([CH3:11])[S:3]([N:6]1[CH:10]=[CH:9][N:8]=[CH:7]1)(=[O:5])=[O:4].[Li]CCCC.[CH3:17][C:18]([Si:21](Cl)([CH3:23])[CH3:22])([CH3:20])[CH3:19].[C:25]1([S:31][S:31][C:25]2[CH:30]=[CH:29][CH:28]=[CH:27][CH:26]=2)[CH:30]=[CH:29][CH:28]=[CH:27][CH:26]=1. (4) Given the product [NH2:1][C:2]([C:4]1[N:8]2[CH2:9][CH2:10][N:11]([C:13]([O:15][C:16]([CH3:19])([CH3:18])[CH3:17])=[O:14])[CH2:12][C:7]2=[N:6][N:5]=1)=[S:29], predict the reactants needed to synthesize it. The reactants are: [NH2:1][C:2]([C:4]1[N:8]2[CH2:9][CH2:10][N:11]([C:13]([O:15][C:16]([CH3:19])([CH3:18])[CH3:17])=[O:14])[CH2:12][C:7]2=[N:6][N:5]=1)=O.COC1C=CC(P2(SP(C3C=CC(OC)=CC=3)(=S)S2)=[S:29])=CC=1.